From a dataset of Forward reaction prediction with 1.9M reactions from USPTO patents (1976-2016). Predict the product of the given reaction. (1) Given the reactants N([O-])=O.[Na+].N[C:6]1[CH:14]=[CH:13][C:9]([C:10]([OH:12])=[O:11])=[C:8]([C:15]([F:18])([F:17])[F:16])[CH:7]=1.[I-:19].[K+].S([O-])([O-])=O.[Na+].[Na+], predict the reaction product. The product is: [I:19][C:6]1[CH:14]=[CH:13][C:9]([C:10]([OH:12])=[O:11])=[C:8]([C:15]([F:18])([F:17])[F:16])[CH:7]=1. (2) Given the reactants [F:1][C:2]1[CH:10]=[CH:9][C:8]([O:11][C:12]([F:15])([F:14])[F:13])=[C:7]2[C:3]=1[C:4]([C:20]([OH:22])=O)=[CH:5][N:6]2[CH2:16][CH2:17][O:18][CH3:19].CCN(CC)CC.Cl.[F:31][C:32]([F:51])([F:50])[C:33]([NH:35][CH2:36][C:37]1[CH:42]=[CH:41][C:40]([F:43])=[C:39]([CH:44]2[CH2:49][CH2:48][NH:47][CH2:46][CH2:45]2)[CH:38]=1)=[O:34].CCN=C=NCCCN(C)C, predict the reaction product. The product is: [F:50][C:32]([F:31])([F:51])[C:33]([NH:35][CH2:36][C:37]1[CH:42]=[CH:41][C:40]([F:43])=[C:39]([CH:44]2[CH2:49][CH2:48][N:47]([C:20]([C:4]3[C:3]4[C:7](=[C:8]([O:11][C:12]([F:15])([F:13])[F:14])[CH:9]=[CH:10][C:2]=4[F:1])[N:6]([CH2:16][CH2:17][O:18][CH3:19])[CH:5]=3)=[O:22])[CH2:46][CH2:45]2)[CH:38]=1)=[O:34]. (3) Given the reactants [CH2:1]([O:8][C:9]([N:11]1[CH2:16][CH2:15][C@H:14]([O:17][CH2:18][CH3:19])[CH2:13][C@H:12]1[C:20]1[CH:28]=[CH:27][C:23]([C:24]([OH:26])=[O:25])=[CH:22][CH:21]=1)=[O:10])[C:2]1[CH:7]=[CH:6][CH:5]=[CH:4][CH:3]=1.CO.[Si](C=[N+]=[N-])(C)(C)[CH3:32].CCOCC, predict the reaction product. The product is: [CH2:18]([O:17][C@H:14]1[CH2:15][CH2:16][N:11]([C:9]([O:8][CH2:1][C:2]2[CH:7]=[CH:6][CH:5]=[CH:4][CH:3]=2)=[O:10])[C@H:12]([C:20]2[CH:21]=[CH:22][C:23]([C:24]([O:26][CH3:32])=[O:25])=[CH:27][CH:28]=2)[CH2:13]1)[CH3:19]. (4) Given the reactants Cl.[Cl:2][C:3]1[CH:8]=[CH:7][C:6]([S:9]([CH:12]([C:17]2[CH:22]=[C:21]([F:23])[CH:20]=[CH:19][C:18]=2[F:24])[CH2:13][CH2:14][CH2:15][NH2:16])(=[O:11])=[O:10])=[CH:5][CH:4]=1.CN1CCOCC1.Cl[CH2:33][CH2:34][CH2:35][C:36](Cl)=[O:37].[H-].[Na+], predict the reaction product. The product is: [Cl:2][C:3]1[CH:4]=[CH:5][C:6]([S:9]([CH:12]([C:17]2[CH:22]=[C:21]([F:23])[CH:20]=[CH:19][C:18]=2[F:24])[CH2:13][CH2:14][CH2:15][N:16]2[CH2:33][CH2:34][CH2:35][C:36]2=[O:37])(=[O:11])=[O:10])=[CH:7][CH:8]=1. (5) Given the reactants [Cl:1][C:2]1[CH:10]=[C:9]2[C:5]([C:6]([C:11]([O:13][CH3:14])=[O:12])=[CH:7][NH:8]2)=[CH:4][C:3]=1B1OCC(C)(C)CO1.Br[C:24]1[CH:38]=[CH:37][C:27]([O:28][CH2:29][CH2:30][N:31]2[CH2:36][CH2:35][NH:34][CH2:33][CH2:32]2)=[CH:26][CH:25]=1.C(=O)([O-])[O-].[K+].[K+].C(OCC)(=O)C, predict the reaction product. The product is: [Cl:1][C:2]1[CH:10]=[C:9]2[C:5]([C:6]([C:11]([O:13][CH3:14])=[O:12])=[CH:7][NH:8]2)=[CH:4][C:3]=1[C:24]1[CH:38]=[CH:37][C:27]([O:28][CH2:29][CH2:30][N:31]2[CH2:32][CH2:33][NH:34][CH2:35][CH2:36]2)=[CH:26][CH:25]=1. (6) Given the reactants C([O:8][C:9]([CH:11]1[CH2:15][CH2:14][CH2:13][N:12]1[NH:16][C:17]([NH:19][O:20][CH2:21][C:22]([N:24]1[CH2:28][CH2:27][CH2:26][C@@H:25]1[C:29]([O:31]CC1C=CC=CC=1)=[O:30])=[O:23])=[O:18])=[O:10])C1C=CC=CC=1, predict the reaction product. The product is: [C:29]([C@H:25]1[CH2:26][CH2:27][CH2:28][N:24]1[C:22](=[O:23])[CH2:21][O:20][NH:19][C:17](=[O:18])[NH:16][N:12]1[CH2:13][CH2:14][CH2:15][CH:11]1[C:9]([OH:10])=[O:8])([OH:31])=[O:30]. (7) The product is: [Cl:25][C:24]1[CH:23]=[C:22]2[C:17]([CH:18]=[CH:19][NH:20][C:21]2=[O:26])=[CH:16][C:15]=1[O:14][CH:11]1[CH2:12][CH2:13][NH:8][CH2:9][CH2:10]1. Given the reactants C(OC([N:8]1[CH2:13][CH2:12][CH:11]([O:14][C:15]2[CH:16]=[C:17]3[C:22](=[CH:23][C:24]=2[Cl:25])[C:21]([O:26]CC2C=CC=CC=2)=[N:20][CH:19]=[CH:18]3)[CH2:10][CH2:9]1)=O)(C)(C)C, predict the reaction product.